Dataset: Catalyst prediction with 721,799 reactions and 888 catalyst types from USPTO. Task: Predict which catalyst facilitates the given reaction. (1) Reactant: [CH2:1]([O:3][C:4]([C:6]1[CH:7]=[C:8]2[C:13](=[CH:14][CH:15]=1)[NH:12][CH:11]([C:16]1[CH:21]=[CH:20][CH:19]=[C:18]([NH:22][C:23]([C:26]([OH:28])=O)([CH3:25])[CH3:24])[CH:17]=1)[C:10]([CH3:30])([CH3:29])[CH2:9]2)=[O:5])[CH3:2].[CH3:31][N:32]1[CH2:37][CH2:36][NH:35][CH2:34][CH2:33]1.CN(C(ON1N=NC2C=CC=NC1=2)=[N+](C)C)C.F[P-](F)(F)(F)(F)F.C(N(CC)CC)C. Product: [CH2:1]([O:3][C:4]([C:6]1[CH:7]=[C:8]2[C:13](=[CH:14][CH:15]=1)[NH:12][CH:11]([C:16]1[CH:21]=[CH:20][CH:19]=[C:18]([NH:22][C:23]([CH3:25])([CH3:24])[C:26]([N:35]3[CH2:36][CH2:37][N:32]([CH3:31])[CH2:33][CH2:34]3)=[O:28])[CH:17]=1)[C:10]([CH3:29])([CH3:30])[CH2:9]2)=[O:5])[CH3:2]. The catalyst class is: 4. (2) Reactant: [NH:1]1[CH2:6][CH2:5][CH:4]([NH:7][C:8](=[O:14])[O:9][C:10]([CH3:13])([CH3:12])[CH3:11])[CH2:3][CH2:2]1.C([O-])([O-])=O.[K+].[K+].Br[CH2:22][CH2:23][OH:24]. Product: [OH:24][CH2:23][CH2:22][N:1]1[CH2:2][CH2:3][CH:4]([NH:7][C:8](=[O:14])[O:9][C:10]([CH3:11])([CH3:13])[CH3:12])[CH2:5][CH2:6]1. The catalyst class is: 5. (3) Reactant: [CH3:1][O:2][C:3]1[CH:10]=[C:9]([O:11][C:12]([F:15])([F:14])[F:13])[CH:8]=[CH:7][C:4]=1C=O.ClC1C=C(C=CC=1)C(OO)=[O:21].C(N(CC)CC)C. Product: [CH3:1][O:2][C:3]1[CH:10]=[C:9]([O:11][C:12]([F:15])([F:14])[F:13])[CH:8]=[CH:7][C:4]=1[OH:21]. The catalyst class is: 4. (4) Reactant: [NH:1]1[C:9]2[C:4](=[CH:5][C:6]([C:10]([N:12]3[CH2:18][C:17]4([CH3:20])[CH2:19][CH:13]3[CH2:14][C:15]([CH3:22])([CH3:21])[CH2:16]4)=[O:11])=[CH:7][CH:8]=2)[CH:3]=[CH:2]1.C=O.[CH3:25][S:26]([O-:29])(=O)=[O:27].[Na+].[C:31](O)(=O)C. Product: [CH3:31][S:26]([CH2:25][C:3]1[C:4]2[C:9](=[CH:8][CH:7]=[C:6]([C:10]([N:12]3[CH2:18][C:17]4([CH3:20])[CH2:19][CH:13]3[CH2:14][C:15]([CH3:22])([CH3:21])[CH2:16]4)=[O:11])[CH:5]=2)[NH:1][CH:2]=1)(=[O:29])=[O:27]. The catalyst class is: 3.